This data is from Catalyst prediction with 721,799 reactions and 888 catalyst types from USPTO. The task is: Predict which catalyst facilitates the given reaction. (1) Reactant: [Cl:1][C:2]1[C:7]([N+:8]([O-:10])=[O:9])=[CH:6][CH:5]=[C:4]([Cl:11])[C:3]=1[CH2:12][C:13]([NH:15][C:16]1[CH:21]=[CH:20][N:19]=[CH:18][C:17]=1[CH:22]=O)=[O:14].C([O-])([O-])=O.[Na+].[Na+]. Product: [Cl:1][C:2]1[C:7]([N+:8]([O-:10])=[O:9])=[CH:6][CH:5]=[C:4]([Cl:11])[C:3]=1[C:12]1[C:13](=[O:14])[NH:15][C:16]2[C:17]([CH:22]=1)=[CH:18][N:19]=[CH:20][CH:21]=2. The catalyst class is: 5. (2) Reactant: [NH:1]1[C:9]2[C:4](=[N:5][CH:6]=[CH:7][CH:8]=2)[C:3]([NH2:10])=[CH:2]1.Cl[CH2:12]/[C:13](=[N:18]\[OH:19])/[CH2:14][CH2:15][CH2:16]Cl. Product: [NH:1]1[C:9]2[C:4](=[N:5][CH:6]=[CH:7][CH:8]=2)[C:3]([N:10]2[CH2:16][CH2:15][CH2:14]/[C:13](=[N:18]/[OH:19])/[CH2:12]2)=[CH:2]1. The catalyst class is: 107. (3) Reactant: [Br:1][C:2]1[CH:3]=[CH:4][C:5]([N:8]2[CH:12]=[C:11]([CH2:13][CH2:14][CH2:15][OH:16])[C:10]([CH:17]([CH2:20][CH3:21])[CH2:18][CH3:19])=[N:9]2)=[N:6][CH:7]=1.O[C:23]1[C:28]([CH3:29])=[CH:27][CH:26]=[CH:25][C:24]=1[CH2:30][C:31]([O:33][CH3:34])=[O:32].C(P(CCCC)CCCC)CCC.N(C(N1CCCCC1)=O)=NC(N1CCCCC1)=O. Product: [Br:1][C:2]1[CH:3]=[CH:4][C:5]([N:8]2[CH:12]=[C:11]([CH2:13][CH2:14][CH2:15][O:16][C:23]3[C:28]([CH3:29])=[CH:27][CH:26]=[CH:25][C:24]=3[CH2:30][C:31]([O:33][CH3:34])=[O:32])[C:10]([CH:17]([CH2:20][CH3:21])[CH2:18][CH3:19])=[N:9]2)=[N:6][CH:7]=1. The catalyst class is: 7. (4) Reactant: [Si]([O:18][CH:19]1[CH2:22][N:21]([C:23]2[O:24][CH:25]=[C:26]([C:28]#[N:29])[N:27]=2)[CH2:20]1)(C(C)(C)C)(C1C=CC=CC=1)C1C=CC=CC=1.[F-].C([N+](CCCC)(CCCC)CCCC)CCC. Product: [C:28]([C:26]1[N:27]=[C:23]([N:21]2[CH2:22][CH:19]([OH:18])[CH2:20]2)[O:24][CH:25]=1)#[N:29]. The catalyst class is: 7. (5) The catalyst class is: 51. Reactant: [NH:1]([C:3](=O)[CH2:4][NH:5][C:6](=[O:15])[C:7]1[CH:12]=[CH:11][C:10]([OH:13])=[CH:9][C:8]=1[OH:14])[NH2:2].[C:17](#[N:24])[C:18]1[CH:23]=[CH:22][N:21]=[CH:20][CH:19]=1.C1CCN2C(=NCCC2)CC1. Product: [OH:14][C:8]1[CH:9]=[C:10]([OH:13])[CH:11]=[CH:12][C:7]=1[C:6]([NH:5][CH2:4][C:3]1[NH:1][N:2]=[C:17]([C:18]2[CH:23]=[CH:22][N:21]=[CH:20][CH:19]=2)[N:24]=1)=[O:15]. (6) Reactant: [C:1]([NH:5][S:6]([C:9]1[CH:14]=[CH:13][CH:12]=[CH:11][C:10]=1[C:15]1[CH:23]=[CH:22][C:18]([C:19]([OH:21])=O)=[CH:17][CH:16]=1)(=[O:8])=[O:7])([CH3:4])([CH3:3])[CH3:2].C(Cl)(=O)C(Cl)=O.[NH2:30][C:31]1[CH:36]=[CH:35][C:34]([Cl:37])=[CH:33][C:32]=1[C:38]([NH:40][C:41]1[CH:46]=[CH:45][C:44]([Cl:47])=[CH:43][N:42]=1)=[O:39].N1C=CC=CC=1. Product: [C:1]([NH:5][S:6]([C:9]1[CH:14]=[CH:13][CH:12]=[CH:11][C:10]=1[C:15]1[CH:23]=[CH:22][C:18]([C:19]([NH:30][C:31]2[CH:36]=[CH:35][C:34]([Cl:37])=[CH:33][C:32]=2[C:38]([NH:40][C:41]2[CH:46]=[CH:45][C:44]([Cl:47])=[CH:43][N:42]=2)=[O:39])=[O:21])=[CH:17][CH:16]=1)(=[O:7])=[O:8])([CH3:4])([CH3:3])[CH3:2]. The catalyst class is: 120.